From a dataset of Forward reaction prediction with 1.9M reactions from USPTO patents (1976-2016). Predict the product of the given reaction. (1) Given the reactants [CH:1]1[C:9]2[C:8]3[CH:10]=[CH:11][CH:12]=[CH:13][C:7]=3[S:6][C:5]=2[C:4](B(O)O)=[CH:3][CH:2]=1.Br[C:18]1[CH:23]=[CH:22][C:21]([Si:24]([C:37]2[CH:42]=[CH:41][C:40]([Br:43])=[CH:39][CH:38]=2)([C:31]2[CH:36]=[CH:35][CH:34]=[CH:33][CH:32]=2)[C:25]2[CH:30]=[CH:29][CH:28]=[CH:27][CH:26]=2)=[CH:20][CH:19]=1.C([O-])([O-])=O.[K+].[K+], predict the reaction product. The product is: [Br:43][C:40]1[CH:39]=[CH:38][C:37]([Si:24]([C:31]2[CH:32]=[CH:33][C:34]([C:4]3[C:5]4[S:6][C:7]5[CH:13]=[CH:12][CH:11]=[CH:10][C:8]=5[C:9]=4[CH:1]=[CH:2][CH:3]=3)=[CH:35][CH:36]=2)([C:21]2[CH:22]=[CH:23][CH:18]=[CH:19][CH:20]=2)[C:25]2[CH:30]=[CH:29][CH:28]=[CH:27][CH:26]=2)=[CH:42][CH:41]=1. (2) Given the reactants [OH:1][C:2]1[C:10]([OH:11])=[CH:9][CH:8]=[CH:7][C:3]=1[C:4]([OH:6])=[O:5].S(=O)(=O)(O)O.[C:17](OCC)(=O)C.C([O-])(O)=O.[Na+], predict the reaction product. The product is: [CH3:17][O:5][C:4](=[O:6])[C:3]1[CH:7]=[CH:8][CH:9]=[C:10]([OH:11])[C:2]=1[OH:1]. (3) Given the reactants [CH2:1]([C:3]1[N:4]=[C:5]([CH3:25])[NH:6][C:7](=[O:24])[C:8]=1[CH2:9][C:10]1[CH:15]=[CH:14][C:13]([C:16]2[C:17]([C:22]#[N:23])=[CH:18][CH:19]=[CH:20][CH:21]=2)=[CH:12][CH:11]=1)[CH3:2].[CH3:26][CH:27]1[CH2:31][C:30]2[CH:32]=[C:33](B(O)O)[CH:34]=[CH:35][C:29]=2[O:28]1.C(N(CC)CC)C.N1C=CC=CC=1, predict the reaction product. The product is: [CH2:1]([C:3]1[N:4]=[C:5]([CH3:25])[N:6]([C:33]2[CH:34]=[CH:35][C:29]3[O:28][CH:27]([CH3:26])[CH2:31][C:30]=3[CH:32]=2)[C:7](=[O:24])[C:8]=1[CH2:9][C:10]1[CH:15]=[CH:14][C:13]([C:16]2[C:17]([C:22]#[N:23])=[CH:18][CH:19]=[CH:20][CH:21]=2)=[CH:12][CH:11]=1)[CH3:2]. (4) Given the reactants [B:1]([OH:4])([OH:3])[OH:2].O.O.O.O.O.O.O.O.O.O.O.O.O.O.O.O.O.O.[S:23]([O-:27])([O-:26])(=[O:25])=[O:24].[Al+3:28].[S:29]([O-:33])([O-:32])(=[O:31])=[O:30].[S:34]([O-:38])([O-:37])(=[O:36])=[O:35].[Al+3].S([O-])([O-])(=O)=O.[Al+3].S([O-])([O-])(=O)=O.S([O-])([O-])(=O)=O.[Al+3], predict the reaction product. The product is: [S:23]([O-:27])([O-:26])(=[O:25])=[O:24].[Al+3:28].[S:29]([O-:33])([O-:32])(=[O:31])=[O:30].[S:34]([O-:38])([O-:37])(=[O:36])=[O:35].[Al+3:28].[B:1]([OH:4])([OH:3])[OH:2]. (5) The product is: [F:16][C:17]1[CH:18]=[C:19]([C:23]2[N:24]=[C:25]([N:28]3[CH2:29][CH2:30][N:31]([C:8]([NH:7][C:3]4[N:2]=[N:1][CH:6]=[CH:5][CH:4]=4)=[O:15])[CH2:32][CH2:33]3)[S:26][CH:27]=2)[CH:20]=[CH:21][CH:22]=1. Given the reactants [N:1]1[CH:6]=[CH:5][CH:4]=[C:3]([NH:7][C:8](=[O:15])OCC(Cl)(Cl)Cl)[N:2]=1.[F:16][C:17]1[CH:18]=[C:19]([C:23]2[N:24]=[C:25]([N:28]3[CH2:33][CH2:32][NH:31][CH2:30][CH2:29]3)[S:26][CH:27]=2)[CH:20]=[CH:21][CH:22]=1.C(N(C(C)C)CC)(C)C.O, predict the reaction product. (6) Given the reactants COC1C=CC([C@H]([N:11]2[C:15](=[O:16])[CH2:14][C@@H:13]([C@H:17]([O:19][C:20]3[C:21]4[N:22]([N:41]=[CH:42][CH:43]=4)[CH:23]=[C:24]([C:26]4[N:31]=[CH:30][C:29]([N:32]5[CH2:37][CH2:36][N:35](C([O-])=O)[CH2:34][CH2:33]5)=[CH:28][CH:27]=4)[CH:25]=3)[CH3:18])[CH2:12]2)C)=CC=1, predict the reaction product. The product is: [N:32]1([C:29]2[CH:28]=[CH:27][C:26]([C:24]3[CH:25]=[C:20]([O:19][C@@H:17]([C@H:13]4[CH2:12][NH:11][C:15](=[O:16])[CH2:14]4)[CH3:18])[C:21]4[N:22]([N:41]=[CH:42][CH:43]=4)[CH:23]=3)=[N:31][CH:30]=2)[CH2:37][CH2:36][NH:35][CH2:34][CH2:33]1.